Dataset: Catalyst prediction with 721,799 reactions and 888 catalyst types from USPTO. Task: Predict which catalyst facilitates the given reaction. (1) Reactant: [Br:1][C:2]1[N:7]=[C:6]([CH:8]([OH:12])[CH2:9][CH2:10][CH3:11])[CH:5]=[CH:4][CH:3]=1.O[C:14]1[CH:26]=[CH:25][C:17]([O:18][CH2:19][C:20]([O:22][CH2:23][CH3:24])=[O:21])=[C:16]([CH3:27])[CH:15]=1.P(CCCC)(CCCC)CCCC. Product: [Br:1][C:2]1[N:7]=[C:6]([CH:8]([O:12][C:14]2[CH:26]=[CH:25][C:17]([O:18][CH2:19][C:20]([O:22][CH2:23][CH3:24])=[O:21])=[C:16]([CH3:27])[CH:15]=2)[CH2:9][CH2:10][CH3:11])[CH:5]=[CH:4][CH:3]=1. The catalyst class is: 1. (2) Reactant: Br[C:2]1[CH:3]=[C:4]2[N:10]=[CH:9][N:8]([CH2:11][C:12]3[CH:28]=[CH:27][C:15]4[N:16]=[C:17]([NH:19][C@@H:20]5[CH2:25][CH2:24][CH2:23][CH2:22][C@H:21]5[OH:26])[S:18][C:14]=4[CH:13]=3)[C:5]2=[N:6][CH:7]=1.[CH:29]([B-](F)(F)F)=[CH2:30].[K+]. Product: [CH:29]([C:2]1[CH:3]=[C:4]2[N:10]=[CH:9][N:8]([CH2:11][C:12]3[CH:28]=[CH:27][C:15]4[N:16]=[C:17]([NH:19][C@@H:20]5[CH2:25][CH2:24][CH2:23][CH2:22][C@H:21]5[OH:26])[S:18][C:14]=4[CH:13]=3)[C:5]2=[N:6][CH:7]=1)=[CH2:30]. The catalyst class is: 259. (3) Reactant: [CH3:1][S:2]([NH:5][CH2:6][C:7]1[CH:8]=[C:9]([C:18]([O:20][CH2:21]C)=[O:19])[CH:10]=[C:11]([CH:17]=1)[C:12]([O:14]CC)=[O:13])(=[O:4])=[O:3].[OH-].[Na+]. Product: [CH3:21][O:20][C:18]([C:9]1[CH:10]=[C:11]([CH:17]=[C:7]([CH2:6][NH:5][S:2]([CH3:1])(=[O:4])=[O:3])[CH:8]=1)[C:12]([OH:14])=[O:13])=[O:19]. The catalyst class is: 87. (4) Reactant: [C:1]([O:4][CH2:5][C:6]1[CH:11]=[CH:10][CH:9]=[C:8](/[CH:12]=[CH:13]/[C:14](=[O:16])[CH3:15])[C:7]=1[Br:17])(=[O:3])[CH3:2]. Product: [C:1]([O:4][CH2:5][C:6]1[CH:11]=[CH:10][CH:9]=[C:8]([CH2:12][CH2:13][C:14](=[O:16])[CH3:15])[C:7]=1[Br:17])(=[O:3])[CH3:2]. The catalyst class is: 78. (5) Reactant: CN(C(ON1N=NC2C=CC=NC1=2)=[N+](C)C)C.F[P-](F)(F)(F)(F)F.[C:25]([C:29]1[O:33][N:32]=[C:31]([NH:34][C:35]([NH:37][C:38]2[CH:43]=[CH:42][CH:41]=[C:40]([C:44]#[C:45][C:46]3[CH:47]=[N:48][C:49]([NH:52][CH2:53][CH:54]4[CH2:58][CH2:57][CH2:56][NH:55]4)=[N:50][CH:51]=3)[CH:39]=2)=[O:36])[CH:30]=1)([CH3:28])([CH3:27])[CH3:26].[C:59](O)(=[O:62])[CH2:60][OH:61].CCN(C(C)C)C(C)C. Product: [C:25]([C:29]1[O:33][N:32]=[C:31]([NH:34][C:35]([NH:37][C:38]2[CH:43]=[CH:42][CH:41]=[C:40]([C:44]#[C:45][C:46]3[CH:47]=[N:48][C:49]([NH:52][CH2:53][CH:54]4[CH2:58][CH2:57][CH2:56][N:55]4[C:60](=[O:61])[CH2:59][OH:62])=[N:50][CH:51]=3)[CH:39]=2)=[O:36])[CH:30]=1)([CH3:28])([CH3:26])[CH3:27]. The catalyst class is: 44.